Task: Predict the product of the given reaction.. Dataset: Forward reaction prediction with 1.9M reactions from USPTO patents (1976-2016) (1) Given the reactants [H-].[Al+3].[Li+].[H-].[H-].[H-].[Cl:7][C:8]1[CH:16]=[C:15]2[C:11]([C:12]([CH2:35][CH:36]([CH3:38])[CH3:37])=[CH:13][N:14]2[C:17]2[S:18][CH:19]=[C:20]([C:22]3[NH:26][C:25]4[CH:27]=[CH:28][CH:29]=[C:30]([C:31](OC)=[O:32])[C:24]=4[N:23]=3)[N:21]=2)=[CH:10][CH:9]=1.[OH-].[Na+].C(OCC)(=O)C, predict the reaction product. The product is: [Cl:7][C:8]1[CH:16]=[C:15]2[C:11]([C:12]([CH2:35][CH:36]([CH3:38])[CH3:37])=[CH:13][N:14]2[C:17]2[S:18][CH:19]=[C:20]([C:22]3[NH:26][C:25]4[CH:27]=[CH:28][CH:29]=[C:30]([CH2:31][OH:32])[C:24]=4[N:23]=3)[N:21]=2)=[CH:10][CH:9]=1. (2) Given the reactants Cl.[C:2]([C:5]1[S:34][C:8]2[N:9]=[CH:10][N:11]=[C:12]([NH:13][C:14]3[C:15]([O:20][C@H:21]4[CH2:26][CH2:25][CH2:24][N:23](C(OC(C)(C)C)=O)[CH2:22]4)=[N:16][CH:17]=[CH:18][CH:19]=3)[C:7]=2[C:6]=1[CH3:35])(=[O:4])[NH2:3], predict the reaction product. The product is: [CH3:35][C:6]1[C:7]2[C:12]([NH:13][C:14]3[C:15]([O:20][C@H:21]4[CH2:26][CH2:25][CH2:24][NH:23][CH2:22]4)=[N:16][CH:17]=[CH:18][CH:19]=3)=[N:11][CH:10]=[N:9][C:8]=2[S:34][C:5]=1[C:2]([NH2:3])=[O:4]. (3) Given the reactants C([O:8][CH2:9][C@@H:10]1[CH2:14][CH2:13][S:12](=[O:16])(=[O:15])[N:11]1[C:17]1[CH:22]=[CH:21][C:20]([C:23]([N:25]2[CH2:30][CH2:29][N:28]([C:31]3[CH:36]=[CH:35][C:34]([CH3:37])=[CH:33][C:32]=3[CH3:38])[CH2:27][CH2:26]2)=[O:24])=[C:19]([S:39]([CH3:42])(=[O:41])=[O:40])[CH:18]=1)C1C=CC=CC=1.Cl, predict the reaction product. The product is: [CH3:38][C:32]1[CH:33]=[C:34]([CH3:37])[CH:35]=[CH:36][C:31]=1[N:28]1[CH2:29][CH2:30][N:25]([C:23]([C:20]2[CH:21]=[CH:22][C:17]([N:11]3[C@H:10]([CH2:9][OH:8])[CH2:14][CH2:13][S:12]3(=[O:15])=[O:16])=[CH:18][C:19]=2[S:39]([CH3:42])(=[O:40])=[O:41])=[O:24])[CH2:26][CH2:27]1. (4) Given the reactants [C:14]1(P([C:14]2[CH:19]=[CH:18][CH:17]=[CH:16][CH:15]=2)[C:14]2[CH:19]=[CH:18][CH:17]=[CH:16][CH:15]=2)[CH:19]=[CH:18][CH:17]=[CH:16][CH:15]=1.C1(O)C=CC=CC=1.[Cl:27][C:28]1[CH:35]=[C:34]([N:36]2[C:40]([CH3:41])=[C:39]([CH2:42][OH:43])[C:38]([CH3:44])=[N:37]2)[CH:33]=[CH:32][C:29]=1[C:30]#[N:31].N(C(OC(C)(C)C)=O)=NC(OC(C)(C)C)=O, predict the reaction product. The product is: [Cl:27][C:28]1[CH:35]=[C:34]([N:36]2[C:40]([CH3:41])=[C:39]([CH2:42][O:43][C:14]3[CH:15]=[CH:16][CH:17]=[CH:18][CH:19]=3)[C:38]([CH3:44])=[N:37]2)[CH:33]=[CH:32][C:29]=1[C:30]#[N:31]. (5) Given the reactants C([O:3][C:4]([C:6]1([N:19]2[CH2:24][CH2:23][NH:22][CH2:21][CH2:20]2)[CH2:11][CH2:10][CH:9]([C:12]([O:14][C:15]([CH3:18])([CH3:17])[CH3:16])=[O:13])[CH2:8][CH2:7]1)=[O:5])C.[OH-].[K+].Cl, predict the reaction product. The product is: [C:12]([CH:9]1[CH2:10][CH2:11][C:6]([C:4]([OH:5])=[O:3])([N:19]2[CH2:20][CH2:21][NH:22][CH2:23][CH2:24]2)[CH2:7][CH2:8]1)([O:14][C:15]([CH3:18])([CH3:17])[CH3:16])=[O:13].